From a dataset of Forward reaction prediction with 1.9M reactions from USPTO patents (1976-2016). Predict the product of the given reaction. Given the reactants C(O[BH-](OC(=O)C)OC(=O)C)(=O)C.[Na+].[F:15][C:16]([F:30])([F:29])[C:17]1[CH:18]=[C:19]([CH:22]=[C:23]([C:25]([F:28])([F:27])[F:26])[CH:24]=1)[CH:20]=O.C(O)(=O)C.[CH:35]([O:38][C:39]([N:41]1[C:50]2[C:45](=[CH:46][C:47]([C:51]([F:54])([F:53])[F:52])=[CH:48][CH:49]=2)[C@H:44]([NH2:55])[CH2:43][C@@H:42]1[CH:56]1[CH2:58][CH2:57]1)=[O:40])([CH3:37])[CH3:36], predict the reaction product. The product is: [CH:35]([O:38][C:39]([N:41]1[C:50]2[C:45](=[CH:46][C:47]([C:51]([F:52])([F:54])[F:53])=[CH:48][CH:49]=2)[C@H:44]([NH:55][CH2:20][C:19]2[CH:18]=[C:17]([C:16]([F:30])([F:29])[F:15])[CH:24]=[C:23]([C:25]([F:28])([F:27])[F:26])[CH:22]=2)[CH2:43][C@@H:42]1[CH:56]1[CH2:57][CH2:58]1)=[O:40])([CH3:37])[CH3:36].